From a dataset of Reaction yield outcomes from USPTO patents with 853,638 reactions. Predict the reaction yield, written as a fraction of the theoretical maximum amount of product (1.0 means a 100% yield; for example, 0.34 means a 34% yield). (1) The reactants are [C:1]([C:3]1[C:11]2[C:6](=[CH:7][C:8]([O:12][CH3:13])=[CH:9][CH:10]=2)[N:5]([CH2:14][CH3:15])[C:4]=1[C:16]1[CH:21]=[CH:20][C:19]([NH:22][S:23]([CH2:26][CH2:27][CH2:28]Cl)(=[O:25])=[O:24])=[CH:18][CH:17]=1)#[N:2].C([O-])([O-])=O.[K+].[K+]. The catalyst is CN(C=O)C.O. The product is [O:24]=[S:23]1(=[O:25])[CH2:26][CH2:27][CH2:28][N:22]1[C:19]1[CH:20]=[CH:21][C:16]([C:4]2[N:5]([CH2:14][CH3:15])[C:6]3[C:11]([C:3]=2[C:1]#[N:2])=[CH:10][CH:9]=[C:8]([O:12][CH3:13])[CH:7]=3)=[CH:17][CH:18]=1. The yield is 0.680. (2) The product is [Br:1][C:2]1[CH:10]=[CH:9][C:5]([C:6](=[O:7])[CH2:12][C:13]2[CH:18]=[CH:17][C:16]([S:19][CH3:20])=[C:15]([F:21])[CH:14]=2)=[CH:4][CH:3]=1. The yield is 0.730. The reactants are [Br:1][C:2]1[CH:10]=[CH:9][C:5]([C:6](Cl)=[O:7])=[CH:4][CH:3]=1.Br[CH2:12][C:13]1[CH:18]=[CH:17][C:16]([S:19][CH3:20])=[C:15]([F:21])[CH:14]=1. The catalyst is COCCOC.[Zn].C1C=CC([P]([Pd]([P](C2C=CC=CC=2)(C2C=CC=CC=2)C2C=CC=CC=2)([P](C2C=CC=CC=2)(C2C=CC=CC=2)C2C=CC=CC=2)[P](C2C=CC=CC=2)(C2C=CC=CC=2)C2C=CC=CC=2)(C2C=CC=CC=2)C2C=CC=CC=2)=CC=1. (3) The reactants are [Cl:1][C:2]1[C:3]2[CH2:15][CH2:14][N:13](CC3C=CC=CC=3)[CH2:12][C:4]=2[N:5]=[C:6]([C:8]([F:11])([F:10])[F:9])[N:7]=1. The catalyst is CCOCC. The product is [ClH:1].[Cl:1][C:2]1[C:3]2[CH2:15][CH2:14][NH:13][CH2:12][C:4]=2[N:5]=[C:6]([C:8]([F:9])([F:10])[F:11])[N:7]=1. The yield is 0.950. (4) The reactants are [CH3:1][C:2]1[CH:3]=[C:4]([CH:8]=[CH:9][CH:10]=1)[C:5]([OH:7])=O.[NH2:11][C@@H:12]1[C@H:16]2[O:17][CH2:18][C@H:19]([NH:20][C:21](=[O:35])[C:22]3[CH:27]=[CH:26][CH:25]=[C:24]([O:28][C:29]4[CH:34]=[CH:33][CH:32]=[CH:31][CH:30]=4)[CH:23]=3)[C@H:15]2[O:14][CH2:13]1. No catalyst specified. The product is [CH3:1][C:2]1[CH:3]=[C:4]([CH:8]=[CH:9][CH:10]=1)[C:5]([NH:11][C@H:12]1[CH2:13][O:14][C@@H:15]2[C@@H:19]([NH:20][C:21](=[O:35])[C:22]3[CH:27]=[CH:26][CH:25]=[C:24]([O:28][C:29]4[CH:30]=[CH:31][CH:32]=[CH:33][CH:34]=4)[CH:23]=3)[CH2:18][O:17][C@H:16]12)=[O:7]. The yield is 0.384. (5) The reactants are Br[C:2]1[CH:12]=[N:11][C:5]2[N:6]=[C:7]([NH2:10])[N:8]=[CH:9][C:4]=2[CH:3]=1.[CH3:13][O:14][C:15]1[CH:16]=[C:17](B(O)O)[CH:18]=[C:19]([O:21][CH3:22])[CH:20]=1.C(=O)([O-])[O-].[K+].[K+]. The catalyst is O1CCOCC1.O.C1C=CC(P(C2C=CC=CC=2)[C-]2C=CC=C2)=CC=1.C1C=CC(P(C2C=CC=CC=2)[C-]2C=CC=C2)=CC=1.Cl[Pd]Cl.[Fe+2]. The product is [CH3:13][O:14][C:15]1[CH:16]=[C:17]([C:2]2[CH:12]=[N:11][C:5]3[N:6]=[C:7]([NH2:10])[N:8]=[CH:9][C:4]=3[CH:3]=2)[CH:18]=[C:19]([O:21][CH3:22])[CH:20]=1. The yield is 0.310. (6) The reactants are [CH2:1]([O:3][C:4]([C:6]1[C:10]([CH3:11])=[CH:9][NH:8][C:7]=1[CH2:12][C:13](=O)[NH:14][CH2:15][CH2:16][NH:17][C:18](=O)[CH3:19])=[O:5])[CH3:2]. The catalyst is O1CCCC1. The product is [CH2:1]([O:3][C:4]([C:6]1[C:10]([CH3:11])=[CH:9][NH:8][C:7]=1[CH2:12][CH2:13][NH:14][CH2:15][CH2:16][NH:17][CH2:18][CH3:19])=[O:5])[CH3:2]. The yield is 0.880. (7) The reactants are Br[C:2]1[CH:3]=[C:4]([C:7]([NH:9][C@@H:10]([CH2:23][C:24]2[CH:29]=[CH:28][CH:27]=[CH:26][C:25]=2[C:30]([F:33])([F:32])[F:31])[CH2:11][N:12]2[C:20](=[O:21])[C:19]3[C:14](=[CH:15][CH:16]=[CH:17][CH:18]=3)[C:13]2=[O:22])=[O:8])[S:5][CH:6]=1.C([O-])([O-])=O.[K+].[K+].[CH3:40][N:41]1[C:45](B2OC(C)(C)C(C)(C)O2)=[C:44]([CH3:55])[CH:43]=[N:42]1. The catalyst is O1CCOCC1.O.C1C=CC([P]([Pd]([P](C2C=CC=CC=2)(C2C=CC=CC=2)C2C=CC=CC=2)([P](C2C=CC=CC=2)(C2C=CC=CC=2)C2C=CC=CC=2)[P](C2C=CC=CC=2)(C2C=CC=CC=2)C2C=CC=CC=2)(C2C=CC=CC=2)C2C=CC=CC=2)=CC=1. The product is [CH3:40][N:41]1[C:45]([C:2]2[CH:3]=[C:4]([C:7]([NH:9][C@@H:10]([CH2:23][C:24]3[CH:29]=[CH:28][CH:27]=[CH:26][C:25]=3[C:30]([F:31])([F:32])[F:33])[CH2:11][N:12]3[C:13](=[O:22])[C:14]4[C:19](=[CH:18][CH:17]=[CH:16][CH:15]=4)[C:20]3=[O:21])=[O:8])[S:5][CH:6]=2)=[C:44]([CH3:55])[CH:43]=[N:42]1. The yield is 0.940.